From a dataset of Full USPTO retrosynthesis dataset with 1.9M reactions from patents (1976-2016). Predict the reactants needed to synthesize the given product. Given the product [S:1]1[C:5]([CH:6]=[CH:15][C:16]([O:18][CH2:19][CH3:20])=[O:17])=[CH:4][N:3]=[CH:2]1, predict the reactants needed to synthesize it. The reactants are: [S:1]1[C:5]([CH:6]=O)=[CH:4][N:3]=[CH:2]1.C1(P(C2C=CC=CC=2)(C2C=CC=CC=2)=[CH:15][C:16]([O:18][CH2:19][CH3:20])=[O:17])C=CC=CC=1.